Dataset: hERG Central: cardiac toxicity at 1µM, 10µM, and general inhibition. Task: Predict hERG channel inhibition at various concentrations. (1) The drug is c1ccc2c(c1)CCN(c1nc(CN3CCOCC3)nc3sc4c(c13)CCCC4)C2. Results: hERG_inhib (hERG inhibition (general)): blocker. (2) The drug is O=C(CCc1ccccc1)NCC(c1ccco1)N1CCc2ccccc21. Results: hERG_inhib (hERG inhibition (general)): blocker. (3) The compound is Clc1ccc2c(c1)C(c1ccccc1Cl)=NCc1nnc(N3CCN(CCSc4ccccc4)CC3)n1-2.O.O=C(O)/C=C/C(=O)O. Results: hERG_inhib (hERG inhibition (general)): blocker. (4) The molecule is Clc1ccc(-c2c[n+](Cc3ccc(Br)cc3)c3n2CCCCC3)cc1.[Br-]. Results: hERG_inhib (hERG inhibition (general)): blocker. (5) The drug is O=c1cc(CN2CCN(C/C=C/c3ccccc3)CC2)c2cc(O)ccc2o1. Results: hERG_inhib (hERG inhibition (general)): blocker. (6) The drug is CCOc1ccc(Nc2nc(NCCN3CCOCC3)nc(OC)n2)cc1. Results: hERG_inhib (hERG inhibition (general)): blocker. (7) The molecule is Cc1ccc(C(=O)N2CCN(c3ccc(NC(=O)Cc4ccccc4)cc3)CC2)cc1. Results: hERG_inhib (hERG inhibition (general)): blocker.